This data is from Forward reaction prediction with 1.9M reactions from USPTO patents (1976-2016). The task is: Predict the product of the given reaction. (1) Given the reactants [F:1][C:2]1[CH:3]=[C:4]([NH:21][C:22]([C:24]2[C:25](=[O:45])[N:26]([C:39]3[CH:44]=[CH:43][CH:42]=[CH:41][CH:40]=3)[N:27]([CH2:30][C@H:31]([O:33][C:34](=[O:38])[C@@H:35]([NH2:37])[CH3:36])[CH3:32])[C:28]=2[CH3:29])=[O:23])[CH:5]=[CH:6][C:7]=1[O:8][C:9]1[C:18]2[C:13](=[CH:14][C:15]([O:19][CH3:20])=[CH:16][CH:17]=2)[N:12]=[CH:11][CH:10]=1.CO.[C:48]([OH:55])(=[O:54])/[CH:49]=[CH:50]\[C:51]([OH:53])=[O:52], predict the reaction product. The product is: [C:48]([OH:55])(=[O:54])/[CH:49]=[CH:50]\[C:51]([OH:53])=[O:52].[F:1][C:2]1[CH:3]=[C:4]([NH:21][C:22]([C:24]2[C:25](=[O:45])[N:26]([C:39]3[CH:40]=[CH:41][CH:42]=[CH:43][CH:44]=3)[N:27]([CH2:30][C@H:31]([O:33][C:34](=[O:38])[C@@H:35]([NH2:37])[CH3:36])[CH3:32])[C:28]=2[CH3:29])=[O:23])[CH:5]=[CH:6][C:7]=1[O:8][C:9]1[C:18]2[C:13](=[CH:14][C:15]([O:19][CH3:20])=[CH:16][CH:17]=2)[N:12]=[CH:11][CH:10]=1. (2) The product is: [C:14]([O:13][CH2:12][CH2:11][N:4]([CH2:3][C:1]#[N:2])[CH2:5][CH2:6][C:7]([O:9][CH3:10])=[O:8])(=[O:16])[CH3:15]. Given the reactants [C:1]([CH2:3][N:4]([CH2:11][CH2:12][OH:13])[CH2:5][CH2:6][C:7]([O:9][CH3:10])=[O:8])#[N:2].[C:14](OCCN(C#N)CC(C)C(OC)=O)(=[O:16])[CH3:15], predict the reaction product. (3) Given the reactants [CH:1]1[CH:5]=[C:4]([CH:6]=[O:7])[O:3][CH:2]=1.[Cl:8][C:9]1[CH:18]=[CH:17][C:12]([C:13](=[N:15]O)[NH2:14])=[CH:11][CH:10]=1, predict the reaction product. The product is: [Cl:8][C:9]1[CH:18]=[CH:17][C:12]([C:13]2[NH:15][CH:6]([C:4]3[O:3][CH:2]=[CH:1][CH:5]=3)[O:7][N:14]=2)=[CH:11][CH:10]=1.